This data is from Full USPTO retrosynthesis dataset with 1.9M reactions from patents (1976-2016). The task is: Predict the reactants needed to synthesize the given product. (1) Given the product [CH2:1]([O:3][C:4]([C:6]1[C:7]([Cl:19])=[CH:8][CH2:9][N:10]2[C:14]=1[CH2:13][CH2:12][CH2:11]2)=[O:5])[CH3:2], predict the reactants needed to synthesize it. The reactants are: [CH2:1]([O:3][C:4]([C:6]1[C:7](O)=[CH:8][C:9](=O)[N:10]2[C:14]=1[CH2:13][CH2:12][CH2:11]2)=[O:5])[CH3:2].O=P(Cl)(Cl)[Cl:19]. (2) Given the product [CH2:1]([N:8]([C:10]1[CH:15]=[CH:14][C:13]([Br:16])=[CH:12][CH:11]=1)[CH3:9])[C:2]1[CH:7]=[CH:6][CH:5]=[CH:4][CH:3]=1, predict the reactants needed to synthesize it. The reactants are: [CH2:1]([N:8]([C:10]1[CH:15]=[CH:14][CH:13]=[CH:12][CH:11]=1)[CH3:9])[C:2]1[CH:7]=[CH:6][CH:5]=[CH:4][CH:3]=1.[Br:16]C1C(=O)C(Br)=CC(Br)(Br)C=1.